From a dataset of Full USPTO retrosynthesis dataset with 1.9M reactions from patents (1976-2016). Predict the reactants needed to synthesize the given product. (1) Given the product [OH:7][C:5]1[N:4]([CH2:9][CH2:10][N:11]2[C:12](=[O:21])[C:13]3[C:14](=[CH:17][CH:18]=[CH:19][CH:20]=3)[C:15]2=[O:16])[N:3]=[C:2]([CH3:1])[CH:6]=1, predict the reactants needed to synthesize it. The reactants are: [CH3:1][C:2]1[CH:6]=[C:5]([OH:7])[NH:4][N:3]=1.Br[CH2:9][CH2:10][N:11]1[C:15](=[O:16])[C:14]2=[CH:17][CH:18]=[CH:19][CH:20]=[C:13]2[C:12]1=[O:21]. (2) Given the product [CH3:11][C:12]1[CH:17]=[CH:16][CH:15]=[C:14]([CH3:18])[C:13]=1[O:19][C:2]1[CH:7]=[CH:6][C:5]([N+:8]([O-:10])=[O:9])=[CH:4][N:3]=1, predict the reactants needed to synthesize it. The reactants are: Cl[C:2]1[CH:7]=[CH:6][C:5]([N+:8]([O-:10])=[O:9])=[CH:4][N:3]=1.[CH3:11][C:12]1[CH:17]=[CH:16][CH:15]=[C:14]([CH3:18])[C:13]=1[OH:19].C(=O)([O-])[O-].[K+].[K+].